From a dataset of Forward reaction prediction with 1.9M reactions from USPTO patents (1976-2016). Predict the product of the given reaction. The product is: [CH3:40][C:35]1([CH3:41])[C:36]([CH3:39])([CH3:38])[O:37][B:33]([C:2]2[CH:3]=[C:4]([C:8]3[N:13]=[CH:12][C:11]([C:14]([OH:17])([CH3:16])[CH3:15])=[CH:10][N:9]=3)[CH:5]=[CH:6][CH:7]=2)[O:34]1. Given the reactants Cl[C:2]1[CH:3]=[C:4]([C:8]2[N:13]=[CH:12][C:11]([C:14]([OH:17])([CH3:16])[CH3:15])=[CH:10][N:9]=2)[CH:5]=[CH:6][CH:7]=1.C(OC1C=NC(C2C=CC=C([B:33]3[O:37][C:36]([CH3:39])([CH3:38])[C:35]([CH3:41])([CH3:40])[O:34]3)C=2)=NC=1)C, predict the reaction product.